From a dataset of Forward reaction prediction with 1.9M reactions from USPTO patents (1976-2016). Predict the product of the given reaction. (1) Given the reactants [CH3:1][O:2][CH:3]([O:15][CH3:16])[C:4]1[N:5]=[C:6]([C:9]2[CH:14]=[CH:13][CH:12]=[CH:11][CH:10]=2)[NH:7][CH:8]=1.[CH2:17](Br)[CH2:18][CH2:19][CH3:20].[OH-].[K+], predict the reaction product. The product is: [CH2:17]([N:7]1[CH:8]=[C:4]([CH:3]([O:2][CH3:1])[O:15][CH3:16])[N:5]=[C:6]1[C:9]1[CH:10]=[CH:11][CH:12]=[CH:13][CH:14]=1)[CH2:18][CH2:19][CH3:20]. (2) Given the reactants [CH3:1][O:2][C:3](=[O:34])[CH2:4][C:5]1[CH:10]=[CH:9][C:8]([C:11]#[C:12][C:13]2[CH:22]=[C:21](OS(C(F)(F)F)(=O)=O)[C:20]3[C:19](=[O:31])[CH2:18][CH2:17][C:16]([CH3:33])([CH3:32])[C:15]=3[CH:14]=2)=[CH:7][CH:6]=1.[Cl-].[Li+].[CH2:37]([Sn](CCCC)(CCCC)C=C)[CH2:38]CC, predict the reaction product. The product is: [CH3:1][O:2][C:3](=[O:34])[CH2:4][C:5]1[CH:6]=[CH:7][C:8]([C:11]#[C:12][C:13]2[CH:22]=[C:21]([CH:37]=[CH2:38])[C:20]3[C:19](=[O:31])[CH2:18][CH2:17][C:16]([CH3:32])([CH3:33])[C:15]=3[CH:14]=2)=[CH:9][CH:10]=1. (3) Given the reactants Cl[C:2]1[CH:7]=[C:6]([C:8]2[CH:13]=[C:12]([Cl:14])[CH:11]=[CH:10][C:9]=2[CH3:15])[N:5]=[C:4]([NH2:16])[N:3]=1.[F:17][C:18]1[CH:23]=[CH:22][C:21]([NH2:24])=[CH:20][CH:19]=1, predict the reaction product. The product is: [Cl:14][C:12]1[CH:11]=[CH:10][C:9]([CH3:15])=[C:8]([C:6]2[N:5]=[C:4]([NH2:16])[N:3]=[C:2]([NH:24][C:21]3[CH:22]=[CH:23][C:18]([F:17])=[CH:19][CH:20]=3)[CH:7]=2)[CH:13]=1. (4) Given the reactants [C:1]([O:5][CH2:6][C:7]([CH2:20][O:21][C:22](=[O:25])[CH:23]=[CH2:24])([CH2:14][O:15][C:16](=[O:19])[CH:17]=[CH2:18])[CH2:8][O:9]C(=O)C=C)(=[O:4])[CH:2]=[CH2:3].[C:26]([O:30][CH2:31][C:32]([CH2:45]O)([CH2:39][O:40][C:41](=[O:44])[CH:42]=[CH2:43])[CH2:33][O:34][C:35](=[O:38])[CH:36]=[CH2:37])(=[O:29])[CH:27]=[CH2:28].[Sb].C1CCC(O)(C(C2C=CC=CC=2)=O)CC1.FC(F)=C(F)F, predict the reaction product. The product is: [C:35]([O:34][CH2:33][C:32]([CH2:39][O:40][C:41](=[O:44])[CH:42]=[CH2:43])([CH2:45][O:9][CH2:8][C:7]([CH2:14][O:15][C:16](=[O:19])[CH:17]=[CH2:18])([CH2:6][O:5][C:1](=[O:4])[CH:2]=[CH2:3])[CH2:20][O:21][C:22](=[O:25])[CH:23]=[CH2:24])[CH2:31][O:30][C:26](=[O:29])[CH:27]=[CH2:28])(=[O:38])[CH:36]=[CH2:37]. (5) The product is: [CH3:21][O:20][C:17]1[CH:16]=[CH:15][C:14]([CH2:13][C:8]2([C:6]([NH:5][C@H:4]([C:3]([OH:2])=[O:30])[CH2:22][C:23]3[CH:24]=[CH:25][C:26]([NH:29][C:36]([C:35]4[CH:39]=[CH:40][CH:41]=[CH:42][C:34]=4[N+:31]([O-:33])=[O:32])=[O:37])=[CH:27][CH:28]=3)=[O:7])[CH2:9][CH2:10][CH2:11][CH2:12]2)=[CH:19][CH:18]=1. Given the reactants C[O:2][C:3](=[O:30])[C@H:4]([CH2:22][C:23]1[CH:28]=[CH:27][C:26]([NH2:29])=[CH:25][CH:24]=1)[NH:5][C:6]([C:8]1([CH2:13][C:14]2[CH:19]=[CH:18][C:17]([O:20][CH3:21])=[CH:16][CH:15]=2)[CH2:12][CH2:11][CH2:10][CH2:9]1)=[O:7].[N+:31]([C:34]1[CH:42]=[CH:41][CH:40]=[CH:39][C:35]=1[C:36](O)=[O:37])([O-:33])=[O:32], predict the reaction product. (6) Given the reactants FC(F)(F)S(O[C:7]1[CH:12]=[CH:11][C:10]([N:13]2[C:17]3=[N:18][CH:19]=[CH:20][CH:21]=[C:16]3[N:15]([CH2:22][O:23][CH2:24][CH2:25][Si:26]([CH3:29])([CH3:28])[CH3:27])[C:14]2=[O:30])=[CH:9][CH:8]=1)(=O)=O.[CH3:33][C:34]1([CH3:41])[C:38]([CH3:40])([CH3:39])[O:37][BH:36][O:35]1.C(N(CC)CC)C, predict the reaction product. The product is: [CH3:33][C:34]1([CH3:41])[C:38]([CH3:40])([CH3:39])[O:37][B:36]([C:7]2[CH:12]=[CH:11][C:10]([N:13]3[C:17]4=[N:18][CH:19]=[CH:20][CH:21]=[C:16]4[N:15]([CH2:22][O:23][CH2:24][CH2:25][Si:26]([CH3:29])([CH3:28])[CH3:27])[C:14]3=[O:30])=[CH:9][CH:8]=2)[O:35]1.